This data is from NCI-60 drug combinations with 297,098 pairs across 59 cell lines. The task is: Regression. Given two drug SMILES strings and cell line genomic features, predict the synergy score measuring deviation from expected non-interaction effect. (1) Drug 1: C1CN1P(=S)(N2CC2)N3CC3. Drug 2: C1CC(C1)(C(=O)O)C(=O)O.[NH2-].[NH2-].[Pt+2]. Cell line: CAKI-1. Synergy scores: CSS=20.3, Synergy_ZIP=-6.32, Synergy_Bliss=2.95, Synergy_Loewe=-3.25, Synergy_HSA=3.89. (2) Cell line: IGROV1. Synergy scores: CSS=28.5, Synergy_ZIP=-0.939, Synergy_Bliss=2.15, Synergy_Loewe=-10.1, Synergy_HSA=1.40. Drug 1: C1=CC(=CC=C1C#N)C(C2=CC=C(C=C2)C#N)N3C=NC=N3. Drug 2: CC1C(C(CC(O1)OC2CC(CC3=C2C(=C4C(=C3O)C(=O)C5=C(C4=O)C(=CC=C5)OC)O)(C(=O)CO)O)N)O.Cl. (3) Drug 1: CC1C(C(CC(O1)OC2CC(CC3=C2C(=C4C(=C3O)C(=O)C5=C(C4=O)C(=CC=C5)OC)O)(C(=O)CO)O)N)O.Cl. Drug 2: CC1=C(C(=O)C2=C(C1=O)N3CC4C(C3(C2COC(=O)N)OC)N4)N. Cell line: SF-295. Synergy scores: CSS=55.7, Synergy_ZIP=2.51, Synergy_Bliss=2.46, Synergy_Loewe=-18.6, Synergy_HSA=2.72.